Dataset: Forward reaction prediction with 1.9M reactions from USPTO patents (1976-2016). Task: Predict the product of the given reaction. (1) Given the reactants [CH:1]([N:4]1[C:8]([C:9]2[N:10]=[C:11]3[C:17]4[CH:18]=[CH:19][C:20]([C:22]5[CH:23]=[N:24][N:25]([C:27]([CH3:32])([CH3:31])[C:28](O)=[O:29])[CH:26]=5)=[CH:21][C:16]=4[O:15][CH2:14][CH2:13][N:12]3[CH:33]=2)=[N:7][C:6]([CH3:34])=[N:5]1)([CH3:3])[CH3:2].[NH4+].[Cl-].CC[N:39](C(C)C)C(C)C.C(=O)(O)[O-].[Na+], predict the reaction product. The product is: [CH:1]([N:4]1[C:8]([C:9]2[N:10]=[C:11]3[C:17]4[CH:18]=[CH:19][C:20]([C:22]5[CH:23]=[N:24][N:25]([C:27]([CH3:32])([CH3:31])[C:28]([NH2:39])=[O:29])[CH:26]=5)=[CH:21][C:16]=4[O:15][CH2:14][CH2:13][N:12]3[CH:33]=2)=[N:7][C:6]([CH3:34])=[N:5]1)([CH3:2])[CH3:3]. (2) Given the reactants Cl.[NH2:2][CH2:3][C:4]1[CH:13]=[CH:12][CH:11]=[C:10]2[C:5]=1[C:6](=[O:23])[N:7]([CH:15]1[CH2:20][CH2:19][C:18](=[O:21])[NH:17][C:16]1=[O:22])[C:8]([CH3:14])=[N:9]2.C1(C)C=CC(C(Cl)=O)=CC=1.C(N(CC)CC)C, predict the reaction product. The product is: [NH2:2][CH2:3][C:4]1[CH:13]=[CH:12][CH:11]=[C:10]2[C:5]=1[C:6](=[O:23])[N:7]([CH:15]1[CH2:20][CH2:19][C:18](=[O:21])[NH:17][C:16]1=[O:22])[C:8]([CH3:14])=[N:9]2. (3) Given the reactants [O:1]1[CH2:6][CH2:5][CH:4]([CH:7]2[C:16]3[C:11](=[CH:12][CH:13]=[CH:14][CH:15]=3)[NH:10][CH2:9][CH2:8]2)[CH2:3][CH2:2]1.I[CH2:18][C:19]([NH2:21])=[O:20].CCN(C(C)C)C(C)C.[OH-].[Na+], predict the reaction product. The product is: [O:1]1[CH2:6][CH2:5][CH:4]([CH:7]2[C:16]3[C:11](=[CH:12][CH:13]=[CH:14][CH:15]=3)[N:10]([CH2:18][C:19]([NH2:21])=[O:20])[CH2:9][CH2:8]2)[CH2:3][CH2:2]1. (4) Given the reactants Br[C:2]1[CH:7]=[C:6]([F:8])[CH:5]=[C:4]([Br:9])[CH:3]=1.[N:10]1[CH:15]=[CH:14][C:13](B(O)O)=[CH:12][CH:11]=1.C([O-])([O-])=O.[K+].[K+], predict the reaction product. The product is: [Br:9][C:4]1[CH:3]=[C:2]([C:13]2[CH:14]=[CH:15][N:10]=[CH:11][CH:12]=2)[CH:7]=[C:6]([F:8])[CH:5]=1. (5) Given the reactants [Cl:1][C:2]1[C:3]([CH3:26])=[C:4]([C:23](=[O:25])[CH3:24])[C:5]([OH:22])=[C:6]([O:10][CH2:11][CH2:12][CH:13]([C:15]2[CH:20]=[CH:19][C:18]([F:21])=[CH:17][CH:16]=2)[CH3:14])[C:7]=1[O:8][CH3:9].[Br:27][CH2:28][CH2:29]Br, predict the reaction product. The product is: [Br:27][CH2:28][CH2:29][O:22][C:5]1[C:6]([O:10][CH2:11][CH2:12][CH:13]([C:15]2[CH:20]=[CH:19][C:18]([F:21])=[CH:17][CH:16]=2)[CH3:14])=[C:7]([O:8][CH3:9])[C:2]([Cl:1])=[C:3]([CH3:26])[C:4]=1[C:23](=[O:25])[CH3:24]. (6) The product is: [CH2:1]([O:5][C:6]([N:8]1[CH2:9][CH2:10][N:11]([CH2:14][C:15]2[CH:16]=[CH:17][CH:18]=[C:19]3[C:23]=2[N:22]([CH3:24])[C:21]([C:25](=[O:44])[NH:26][C:27]2[CH:32]=[C:31]([C:33]([CH3:35])([CH3:36])[CH3:34])[CH:30]=[C:29]([NH:37][S:38]([CH3:41])(=[O:40])=[O:39])[C:28]=2[O:42][CH3:43])=[CH:20]3)[CH2:12][CH2:13]1)=[O:7])[CH3:2]. Given the reactants [C:1]([O:5][C:6]([N:8]1[CH2:13][CH2:12][N:11]([CH2:14][C:15]2[CH:16]=[CH:17][CH:18]=[C:19]3[C:23]=2[N:22]([CH3:24])[C:21]([C:25](=[O:44])[NH:26][C:27]2[CH:32]=[C:31]([C:33]([CH3:36])([CH3:35])[CH3:34])[CH:30]=[C:29]([NH:37][S:38]([CH3:41])(=[O:40])=[O:39])[C:28]=2[O:42][CH3:43])=[CH:20]3)[CH2:10][CH2:9]1)=[O:7])(C)(C)[CH3:2].CCOC(N1CCNCC1)=O.C(O)(=O)C.C(O[BH-](OC(=O)C)OC(=O)C)(=O)C.[Na+], predict the reaction product. (7) Given the reactants [N:1]1[CH:6]=[CH:5][CH:4]=[C:3]([C:7]2[CH:16]=[N:15][C:14]([NH2:17])=[C:13]3[C:8]=2[CH:9]=[CH:10][CH:11]=[N:12]3)[CH:2]=1.[Cl:18][C:19]1[CH:24]=[CH:23][CH:22]=[C:21](I)[CH:20]=1, predict the reaction product. The product is: [Cl:18][C:19]1[CH:20]=[C:21]([NH:17][C:14]2[N:15]=[CH:16][C:7]([C:3]3[CH:2]=[N:1][CH:6]=[CH:5][CH:4]=3)=[C:8]3[C:13]=2[N:12]=[CH:11][CH:10]=[CH:9]3)[CH:22]=[CH:23][CH:24]=1. (8) Given the reactants Br[C:2]1[CH:3]=[C:4]2[C:9](=[CH:10][CH:11]=1)[N:8]=[C:7]([O:12][CH2:13][CH2:14][O:15][CH2:16][CH2:17][O:18][CH2:19][CH2:20][F:21])[CH:6]=[CH:5]2.B1([C:31]2[CH:36]=[CH:35][C:34]([NH2:37])=[CH:33][CH:32]=2)OC(C)(C)C(C)(C)O1.C(=O)([O-])[O-].[Na+].[Na+].C1(C)C=CC=CC=1, predict the reaction product. The product is: [F:21][CH2:20][CH2:19][O:18][CH2:17][CH2:16][O:15][CH2:14][CH2:13][O:12][C:7]1[CH:6]=[CH:5][C:4]2[C:9](=[CH:10][CH:11]=[C:2]([C:31]3[CH:36]=[CH:35][C:34]([NH2:37])=[CH:33][CH:32]=3)[CH:3]=2)[N:8]=1. (9) The product is: [C:16]1([C:14]([C:22]2[CH:27]=[CH:26][CH:25]=[CH:24][CH:23]=2)([CH3:15])[CH2:13][NH:12][C:10]2[C:9]3[C:4](=[CH:5][CH:6]=[CH:7][CH:8]=3)[N:3]=[C:2]([C:36]3[CH:35]=[CH:34][C:33]([NH:32][S:29]([CH3:28])(=[O:30])=[O:31])=[CH:38][CH:37]=3)[N:11]=2)[CH:21]=[CH:20][CH:19]=[CH:18][CH:17]=1. Given the reactants Cl[C:2]1[N:11]=[C:10]([NH:12][CH2:13][C:14]([C:22]2[CH:27]=[CH:26][CH:25]=[CH:24][CH:23]=2)([C:16]2[CH:21]=[CH:20][CH:19]=[CH:18][CH:17]=2)[CH3:15])[C:9]2[C:4](=[CH:5][CH:6]=[CH:7][CH:8]=2)[N:3]=1.[CH3:28][S:29]([NH:32][C:33]1[CH:38]=[CH:37][C:36](B(O)O)=[CH:35][CH:34]=1)(=[O:31])=[O:30].C1(C(C2C=CC=CN=2)CNC2C3C(=CC=CC=3)N=C(C3C=CC(NS(C)(=O)=O)=CC=3)N=2)C=CC=CC=1, predict the reaction product.